Predict the product of the given reaction. From a dataset of Forward reaction prediction with 1.9M reactions from USPTO patents (1976-2016). Given the reactants [CH3:1][CH:2]([CH2:5][CH2:6][C@H:7]1[CH2:11][CH:10]=[C:9]([CH3:12])[C:8]1([CH3:14])[CH3:13])[CH:3]=[O:4].C(O)(=O)C1C=CC=CC=1, predict the reaction product. The product is: [CH3:1][CH:2]([CH2:5][CH2:6][C@H:7]1[CH2:11][CH:10]=[C:9]([CH3:12])[C:8]1([CH3:13])[CH3:14])[CH2:3][OH:4].